Dataset: Peptide-MHC class I binding affinity with 185,985 pairs from IEDB/IMGT. Task: Regression. Given a peptide amino acid sequence and an MHC pseudo amino acid sequence, predict their binding affinity value. This is MHC class I binding data. (1) The MHC is HLA-A23:01 with pseudo-sequence HLA-A23:01. The binding affinity (normalized) is 0.493. The peptide sequence is TVFYNIPPM. (2) The peptide sequence is KMIYDLNAV. The MHC is HLA-A68:01 with pseudo-sequence HLA-A68:01. The binding affinity (normalized) is 0. (3) The peptide sequence is FVVTLIPLCR. The MHC is HLA-A68:01 with pseudo-sequence HLA-A68:01. The binding affinity (normalized) is 0.895. (4) The peptide sequence is SWLYNYFVF. The MHC is HLA-A24:02 with pseudo-sequence HLA-A24:02. The binding affinity (normalized) is 1.00. (5) The peptide sequence is VTSLDVINY. The MHC is HLA-A02:06 with pseudo-sequence HLA-A02:06. The binding affinity (normalized) is 0.0270. (6) The peptide sequence is DCIMTSYQYL. The MHC is HLA-A29:02 with pseudo-sequence HLA-A29:02. The binding affinity (normalized) is 0.116.